From a dataset of Forward reaction prediction with 1.9M reactions from USPTO patents (1976-2016). Predict the product of the given reaction. (1) Given the reactants [CH3:1][C:2]1[O:3][C:4]([C@@H:7]2[CH2:12][CH2:11][CH2:10]C[NH:8]2)=[N:5][N:6]=1.N1(C(OC(C)(C)C)=O)CCC[C@H]1C(O)=O.C(NN)(=O)C, predict the reaction product. The product is: [CH3:1][C:2]1[O:3][C:4]([C@@H:7]2[CH2:12][CH2:11][CH2:10][NH:8]2)=[N:5][N:6]=1. (2) The product is: [CH2:70]([S:71][C:2]1[CH:7]=[C:6]([C:8]([CH3:11])([CH3:10])[CH3:9])[CH:5]=[C:4]([Br:12])[CH:3]=1)[C:64]1[CH:69]=[CH:68][CH:67]=[CH:66][CH:65]=1. Given the reactants Br[C:2]1[CH:7]=[C:6]([C:8]([CH3:11])([CH3:10])[CH3:9])[CH:5]=[C:4]([Br:12])[CH:3]=1.CCN(C(C)C)C(C)C.CC1(C)C2C(=C(P(C3C=CC=CC=3)C3C=CC=CC=3)C=CC=2)OC2C(P(C3C=CC=CC=3)C3C=CC=CC=3)=CC=CC1=2.[C:64]1([CH2:70][SH:71])[CH:69]=[CH:68][CH:67]=[CH:66][CH:65]=1, predict the reaction product. (3) Given the reactants [CH3:1][N:2]1[CH:6]=[C:5]([C:7]2[CH:12]=[CH:11][C:10]([C:13]3[CH:14]=[N:15][CH:16]=[C:17]4[C:22]=3[N:21]=[C:20]([C:23]([N:25]3[CH2:30][CH2:29][N:28]([C:31]([O:33][C:34]([CH3:37])([CH3:36])[CH3:35])=[O:32])[CH2:27][CH2:26]3)=[O:24])[CH:19]=[CH:18]4)=[CH:9][CH:8]=2)[CH:4]=[N:3]1.ClC1C=C(C=CC=1)C(OO)=[O:43], predict the reaction product. The product is: [C:34]([O:33][C:31]([N:28]1[CH2:27][CH2:26][N:25]([C:23]([C:20]2[CH:19]=[CH:18][C:17]3[C:22](=[C:13]([C:10]4[CH:9]=[CH:8][C:7]([C:5]5[CH:4]=[N:3][N:2]([CH3:1])[CH:6]=5)=[CH:12][CH:11]=4)[CH:14]=[N+:15]([O-:43])[CH:16]=3)[N:21]=2)=[O:24])[CH2:30][CH2:29]1)=[O:32])([CH3:37])([CH3:36])[CH3:35]. (4) Given the reactants [C:1]([C:4]1[C:8]([CH2:9][O:10]C)=[C:7]([C:12]2[CH:17]=[CH:16][N:15]=[CH:14][CH:13]=2)[NH:6][C:5]=1[C:18]1[CH:23]=[CH:22][N:21]=[CH:20][CH:19]=1)(=[O:3])[CH3:2].C(=O)(O)[O-].[Na+], predict the reaction product. The product is: [C:1]([C:4]1[C:8]([CH2:9][OH:10])=[C:7]([C:12]2[CH:13]=[CH:14][N:15]=[CH:16][CH:17]=2)[NH:6][C:5]=1[C:18]1[CH:23]=[CH:22][N:21]=[CH:20][CH:19]=1)(=[O:3])[CH3:2]. (5) Given the reactants FC(F)(F)C(O)=O.[O:8]=[S:9]1(=[O:48])[C:15]2[CH:16]=[CH:17][C:18]([O:20][C:21]3[CH:22]=[C:23]([C:33]([NH:35][C:36]4[CH:40]=[CH:39][N:38](C(OC(C)(C)C)=O)[N:37]=4)=[O:34])[CH:24]=[C:25]([O:27][C@@H:28]([CH3:32])[CH2:29][O:30][CH3:31])[CH:26]=3)=[CH:19][C:14]=2[O:13][CH2:12][CH2:11][NH:10]1, predict the reaction product. The product is: [O:48]=[S:9]1(=[O:8])[C:15]2[CH:16]=[CH:17][C:18]([O:20][C:21]3[CH:22]=[C:23]([CH:24]=[C:25]([O:27][C@@H:28]([CH3:32])[CH2:29][O:30][CH3:31])[CH:26]=3)[C:33]([NH:35][C:36]3[CH:40]=[CH:39][NH:38][N:37]=3)=[O:34])=[CH:19][C:14]=2[O:13][CH2:12][CH2:11][NH:10]1. (6) Given the reactants [CH3:1][O:2][CH2:3][CH2:4][CH2:5][N:6]1[C:14]2[C:9](=[CH:10][CH:11]=[C:12]([CH2:15][C@H:16]([CH:29]([CH3:31])[CH3:30])[CH2:17][C@H:18]([NH:21][C:22](=[O:28])[O:23][C:24]([CH3:27])([CH3:26])[CH3:25])[CH:19]=[O:20])[CH:13]=2)[CH:8]=[N:7]1.[CH2:32]([O:39][CH2:40][C@H:41]([CH:45]([CH3:47])[CH3:46])[CH2:42][Mg]Br)[C:33]1[CH:38]=[CH:37][CH:36]=[CH:35][CH:34]=1.[NH4+].[Cl-], predict the reaction product. The product is: [CH2:32]([O:39][CH2:40][C@H:41]([CH:45]([CH3:47])[CH3:46])[CH2:42][CH:19]([OH:20])[C@@H:18]([NH:21][C:22](=[O:28])[O:23][C:24]([CH3:26])([CH3:25])[CH3:27])[CH2:17][C@H:16]([CH2:15][C:12]1[CH:13]=[C:14]2[C:9]([CH:8]=[N:7][N:6]2[CH2:5][CH2:4][CH2:3][O:2][CH3:1])=[CH:10][CH:11]=1)[CH:29]([CH3:31])[CH3:30])[C:33]1[CH:38]=[CH:37][CH:36]=[CH:35][CH:34]=1. (7) Given the reactants [CH2:1]=[CH:2][CH2:3][CH2:4][CH2:5][CH3:6].B1C2CCCC1CCC2.[CH2:16]([O:23][C:24]1[C:33](=[O:34])[C:32]2[C:27](=[CH:28][C:29](I)=[CH:30][CH:31]=2)[O:26][C:25]=1[C:36]1[CH:41]=[C:40]([O:42][CH3:43])[C:39]([O:44][CH3:45])=[C:38]([O:46][CH3:47])[CH:37]=1)[C:17]1[CH:22]=[CH:21][CH:20]=[CH:19][CH:18]=1.C(Cl)Cl, predict the reaction product. The product is: [CH2:16]([O:23][C:24]1[C:33](=[O:34])[C:32]2[C:27](=[CH:28][C:29]([CH2:1][CH2:2][CH2:3][CH2:4][CH2:5][CH3:6])=[CH:30][CH:31]=2)[O:26][C:25]=1[C:36]1[CH:41]=[C:40]([O:42][CH3:43])[C:39]([O:44][CH3:45])=[C:38]([O:46][CH3:47])[CH:37]=1)[C:17]1[CH:22]=[CH:21][CH:20]=[CH:19][CH:18]=1.